From a dataset of Full USPTO retrosynthesis dataset with 1.9M reactions from patents (1976-2016). Predict the reactants needed to synthesize the given product. (1) Given the product [CH2:11]([C:5]1[C:4]2[C:8](=[CH:9][CH:10]=[C:2]([C:18]([OH:20])=[O:19])[CH:3]=2)[NH:7][N:6]=1)[CH3:12], predict the reactants needed to synthesize it. The reactants are: Br[C:2]1[CH:3]=[C:4]2[C:8](=[CH:9][CH:10]=1)[NH:7][N:6]=[C:5]2[CH2:11][CH3:12].[Li]C(C)(C)C.[C:18](=[O:20])=[O:19]. (2) Given the product [ClH:2].[Cl-:1].[CH2:9]([N:8]1[C:4]([CH2:3][P+:17]([C:18]2[CH:19]=[CH:20][CH:21]=[CH:22][CH:23]=2)([C:24]2[CH:29]=[CH:28][CH:27]=[CH:26][CH:25]=2)[C:11]2[CH:12]=[CH:13][CH:14]=[CH:15][CH:16]=2)=[CH:5][N:6]=[CH:7]1)[CH3:10], predict the reactants needed to synthesize it. The reactants are: [ClH:1].[Cl:2][CH2:3][C:4]1[N:8]([CH2:9][CH3:10])[CH:7]=[N:6][CH:5]=1.[C:11]1([P:17]([C:24]2[CH:29]=[CH:28][CH:27]=[CH:26][CH:25]=2)[C:18]2[CH:23]=[CH:22][CH:21]=[CH:20][CH:19]=2)[CH:16]=[CH:15][CH:14]=[CH:13][CH:12]=1.